This data is from Catalyst prediction with 721,799 reactions and 888 catalyst types from USPTO. The task is: Predict which catalyst facilitates the given reaction. (1) The catalyst class is: 3. Product: [Br:15][C:16]1[CH:17]=[C:18]([CH:21]=[CH:22][CH:23]=1)[CH2:19][N:4]1[CH:5]=[CH:6][CH:7]=[C:8]([C:9]([O:11][CH3:12])=[O:10])[C:3]1=[O:2]. Reactant: Cl.[O:2]=[C:3]1[C:8]([C:9]([O:11][CH3:12])=[O:10])=[CH:7][CH:6]=[CH:5][NH:4]1.[H-].[Na+].[Br:15][C:16]1[CH:17]=[C:18]([CH:21]=[CH:22][CH:23]=1)[CH2:19]Br. (2) Reactant: [CH3:1][C:2]([N:7]1[CH2:12][CH2:11][CH:10]([C:13]2[S:14][C:15]([C:18]3[CH:23]=[CH:22][C:21]([NH:24][C:25]([NH:27][C:28]4[CH:33]=[C:32](F)[C:31]([F:35])=[CH:30][C:29]=4[F:36])=[O:26])=[CH:20][CH:19]=3)=[CH:16][N:17]=2)[CH2:9][CH2:8]1)([CH3:6])[C:3]([OH:5])=[O:4].FC1C=C(F)C=CC=1NC(=O)NC1C=CC(C2SC(C3CCN(C(C)(C)C(OC(C)(C)C)=O)CC3)=NC=2)=CC=1.Cl. Product: [F:36][C:29]1[CH:30]=[C:31]([F:35])[CH:32]=[CH:33][C:28]=1[NH:27][C:25](=[O:26])[NH:24][C:21]1[CH:20]=[CH:19][C:18]([C:15]2[S:14][C:13]([CH:10]3[CH2:9][CH2:8][N:7]([C:2]([CH3:1])([CH3:6])[C:3]([OH:5])=[O:4])[CH2:12][CH2:11]3)=[N:17][CH:16]=2)=[CH:23][CH:22]=1. The catalyst class is: 32. (3) Reactant: [NH:1]1[C:9]2[C:4](=[CH:5][C:6]([N:10]3[C:14]4=[N:15][C:16]([CH:19]=[CH2:20])=[CH:17][CH:18]=[C:13]4[N:12]=[CH:11]3)=[CH:7][CH:8]=2)[CH2:3][CH2:2]1.[Cl:21][CH2:22][CH2:23][CH2:24][S:25](Cl)(=[O:27])=[O:26].C(N(CC)C(C)C)(C)C. Product: [Cl:21][CH2:22][CH2:23][CH2:24][S:25]([N:1]1[C:9]2[C:4](=[CH:5][C:6]([N:10]3[C:14]4=[N:15][C:16]([CH:19]=[CH2:20])=[CH:17][CH:18]=[C:13]4[N:12]=[CH:11]3)=[CH:7][CH:8]=2)[CH2:3][CH2:2]1)(=[O:27])=[O:26]. The catalyst class is: 4. (4) Reactant: [CH3:1][C@H:2]1[CH2:7][NH:6][C@H:5]([CH3:8])[CH2:4][N:3]1[C:9]([O:11][CH2:12][C:13]1[CH:18]=[CH:17][CH:16]=[CH:15][CH:14]=1)=[O:10].C=O.[C:21](O[BH-](OC(=O)C)OC(=O)C)(=O)C.[Na+]. Product: [CH3:1][C@H:2]1[CH2:7][N:6]([CH3:21])[C@H:5]([CH3:8])[CH2:4][N:3]1[C:9]([O:11][CH2:12][C:13]1[CH:18]=[CH:17][CH:16]=[CH:15][CH:14]=1)=[O:10]. The catalyst class is: 4. (5) Reactant: [CH2:1]([N:8]1[C:12]([C:13]2[CH:18]=[CH:17][C:16]([F:19])=[CH:15][CH:14]=2)=[C:11]([C:20]2[CH:25]=[CH:24][N:23]=[C:22](F)[CH:21]=2)[N:10]=[C:9]1[Cl:27])[C:2]1[CH:7]=[CH:6][CH:5]=[CH:4][CH:3]=1.Cl.[OH-:29].[Na+]. Product: [CH2:1]([N:8]1[C:12]([C:13]2[CH:18]=[CH:17][C:16]([F:19])=[CH:15][CH:14]=2)=[C:11]([C:20]2[CH:25]=[CH:24][NH:23][C:22](=[O:29])[CH:21]=2)[N:10]=[C:9]1[Cl:27])[C:2]1[CH:7]=[CH:6][CH:5]=[CH:4][CH:3]=1. The catalyst class is: 132. (6) Reactant: Cl[CH2:2][CH2:3][CH2:4][CH2:5][CH2:6][CH2:7][C:8]#[C:9][CH2:10][CH2:11][CH2:12][CH3:13].[I-:14].[K+].[N:16]1[CH:21]=[CH:20][CH:19]=[C:18]([CH3:22])[CH:17]=1. Product: [I-:14].[CH2:2]([N+:16]1[CH:21]=[CH:20][CH:19]=[C:18]([CH3:22])[CH:17]=1)[CH2:3][CH2:4][CH2:5][CH2:6][CH2:7][C:8]#[C:9][CH2:10][CH2:11][CH2:12][CH3:13]. The catalyst class is: 131. (7) The catalyst class is: 4. Product: [Cl:30][C:5]1[C:6]([C:8]2[CH:13]=[CH:12][N:11]=[C:10]3[NH:14][C:15]([CH:17]4[CH2:22][CH2:21][N:20]([C:23]([O:25][C:26]([CH3:27])([CH3:29])[CH3:28])=[O:24])[CH2:19][CH2:18]4)=[CH:16][C:9]=23)=[CH:7][C:2]([NH:1][CH2:35][C:34]2[CH:37]=[CH:38][CH:39]=[C:32]([F:31])[CH:33]=2)=[N:3][CH:4]=1. Reactant: [NH2:1][C:2]1[CH:7]=[C:6]([C:8]2[CH:13]=[CH:12][N:11]=[C:10]3[NH:14][C:15]([CH:17]4[CH2:22][CH2:21][N:20]([C:23]([O:25][C:26]([CH3:29])([CH3:28])[CH3:27])=[O:24])[CH2:19][CH2:18]4)=[CH:16][C:9]=23)[C:5]([Cl:30])=[CH:4][N:3]=1.[F:31][C:32]1[CH:33]=[C:34]([CH:37]=[CH:38][CH:39]=1)[CH:35]=O.C(O)(=O)C. (8) Reactant: O.NN.[Cl:4][C:5]1[C:10]([C:11]2[CH:16]=[CH:15][CH:14]=[CH:13][CH:12]=2)=[CH:9][C:8]([CH2:17][N:18]2C(=O)C3C(=CC=CC=3)C2=O)=[CH:7][CH:6]=1. Product: [Cl:4][C:5]1[C:10]([C:11]2[CH:16]=[CH:15][CH:14]=[CH:13][CH:12]=2)=[CH:9][C:8]([CH2:17][NH2:18])=[CH:7][CH:6]=1. The catalyst class is: 5. (9) Reactant: C[O:2][C:3](=O)[CH2:4][CH2:5][CH2:6][N:7]1[CH2:11][CH2:10][C@@H:9]([O:12][C:13]2[CH:18]=[CH:17][C:16]([CH2:19][C:20]3[CH:25]=[CH:24][CH:23]=[CH:22][CH:21]=3)=[CH:15][CH:14]=2)[CH2:8]1.[NH3:27]. Product: [CH2:19]([C:16]1[CH:17]=[CH:18][C:13]([O:12][C@@H:9]2[CH2:10][CH2:11][N:7]([CH2:6][CH2:5][CH2:4][C:3]([NH2:27])=[O:2])[CH2:8]2)=[CH:14][CH:15]=1)[C:20]1[CH:25]=[CH:24][CH:23]=[CH:22][CH:21]=1. The catalyst class is: 5.